This data is from Peptide-MHC class II binding affinity with 134,281 pairs from IEDB. The task is: Regression. Given a peptide amino acid sequence and an MHC pseudo amino acid sequence, predict their binding affinity value. This is MHC class II binding data. (1) The peptide sequence is EKLYFAATQFEPLAA. The MHC is HLA-DPA10103-DPB10401 with pseudo-sequence HLA-DPA10103-DPB10401. The binding affinity (normalized) is 1.00. (2) The peptide sequence is RPLWIIFSGNMNIKL. The MHC is HLA-DPA10103-DPB10401 with pseudo-sequence HLA-DPA10103-DPB10401. The binding affinity (normalized) is 0.262. (3) The peptide sequence is NTARLMAGAGPAPML. The MHC is DRB5_0101 with pseudo-sequence DRB5_0101. The binding affinity (normalized) is 0.240. (4) The peptide sequence is AGSLQGQWRGAAGTA. The MHC is HLA-DQA10102-DQB10602 with pseudo-sequence HLA-DQA10102-DQB10602. The binding affinity (normalized) is 0.185. (5) The MHC is DRB1_1302 with pseudo-sequence DRB1_1302. The binding affinity (normalized) is 0.0359. The peptide sequence is NGCFKIYHKCDNACI.